This data is from Peptide-MHC class I binding affinity with 185,985 pairs from IEDB/IMGT. The task is: Regression. Given a peptide amino acid sequence and an MHC pseudo amino acid sequence, predict their binding affinity value. This is MHC class I binding data. (1) The peptide sequence is NYMPYVFTL. The MHC is HLA-A01:01 with pseudo-sequence HLA-A01:01. The binding affinity (normalized) is 0. (2) The peptide sequence is YQVLVMVPK. The MHC is HLA-B08:01 with pseudo-sequence HLA-B08:01. The binding affinity (normalized) is 0.0847. (3) The peptide sequence is ETPLREQENS. The MHC is Mamu-B08 with pseudo-sequence Mamu-B08. The binding affinity (normalized) is 0. (4) The peptide sequence is FLQQRKPPL. The MHC is HLA-B15:01 with pseudo-sequence HLA-B15:01. The binding affinity (normalized) is 0.0847. (5) The binding affinity (normalized) is 0.278. The MHC is HLA-A24:02 with pseudo-sequence HLA-A24:02. The peptide sequence is IYRRRDGKW.